This data is from Full USPTO retrosynthesis dataset with 1.9M reactions from patents (1976-2016). The task is: Predict the reactants needed to synthesize the given product. The reactants are: [C:1]([CH:3]1[CH2:8][CH2:7][N:6]([CH2:9][C:10]2([C:16]([O:18][C:19]([CH3:22])([CH3:21])[CH3:20])=[O:17])[CH2:15][CH2:14][O:13][CH2:12][CH2:11]2)[CH2:5][CH2:4]1)#[N:2]. Given the product [C:19]([O:18][C:16]([C:10]1([CH2:9][N:6]2[CH2:7][CH2:8][CH:3]([CH2:1][NH2:2])[CH2:4][CH2:5]2)[CH2:15][CH2:14][O:13][CH2:12][CH2:11]1)=[O:17])([CH3:22])([CH3:21])[CH3:20], predict the reactants needed to synthesize it.